This data is from Forward reaction prediction with 1.9M reactions from USPTO patents (1976-2016). The task is: Predict the product of the given reaction. (1) Given the reactants [CH2:1]([O:3][C:4]([C:6]1[O:7][C:8]2[CH:15]=[CH:14]C=[C:12]([OH:16])[C:9]=2[C:10]=1[CH3:11])=[O:5])[CH3:2].[Cl:17]N1C(=O)CCC1=O.[C:25]([Cl:29])(Cl)(Cl)Cl, predict the reaction product. The product is: [CH2:1]([O:3][C:4]([C:6]1[O:7][C:8]2[C:15]([Cl:17])=[CH:14][C:25]([Cl:29])=[C:12]([OH:16])[C:9]=2[C:10]=1[CH3:11])=[O:5])[CH3:2]. (2) Given the reactants [CH2:1]([N:3]1[C:7]2[N:8]=[C:9]([C:18]3[CH:23]=[CH:22][C:21]([NH:24][C:25]([NH:27][C:28]4[CH:36]=[CH:35][C:31]([C:32]([OH:34])=O)=[CH:30][CH:29]=4)=[O:26])=[CH:20][CH:19]=3)[N:10]=[C:11]([N:12]3[CH2:17][CH2:16][O:15][CH2:14][CH2:13]3)[C:6]=2[CH:5]=[CH:4]1)[CH3:2].[CH3:37][C@H:38]1[CH2:43][NH:42][CH2:41][C@@H:40]([CH3:44])[NH:39]1, predict the reaction product. The product is: [CH3:37][C@H:38]1[NH:39][C@@H:40]([CH3:44])[CH2:41][N:42]([C:32]([C:31]2[CH:35]=[CH:36][C:28]([NH:27][C:25]([NH:24][C:21]3[CH:20]=[CH:19][C:18]([C:9]4[N:10]=[C:11]([N:12]5[CH2:13][CH2:14][O:15][CH2:16][CH2:17]5)[C:6]5[CH:5]=[CH:4][N:3]([CH2:1][CH3:2])[C:7]=5[N:8]=4)=[CH:23][CH:22]=3)=[O:26])=[CH:29][CH:30]=2)=[O:34])[CH2:43]1. (3) Given the reactants [Cl:1][C:2]1[C:7]([C:8]2[C:9](=[O:27])[N:10]([CH2:25][CH3:26])[C:11]3[C:16]([CH:17]=2)=[CH:15][N:14]=[C:13]([NH:18][CH2:19][CH2:20][CH2:21][N:22]([CH3:24])[CH3:23])[CH:12]=3)=[CH:6][C:5]([NH:28][C:29]([NH:31][C:32]2[CH:37]=[CH:36][CH:35]=[CH:34][CH:33]=2)=[O:30])=[C:4]([F:38])[CH:3]=1.[ClH:39], predict the reaction product. The product is: [ClH:1].[ClH:39].[Cl:1][C:2]1[C:7]([C:8]2[C:9](=[O:27])[N:10]([CH2:25][CH3:26])[C:11]3[C:16]([CH:17]=2)=[CH:15][N:14]=[C:13]([NH:18][CH2:19][CH2:20][CH2:21][N:22]([CH3:23])[CH3:24])[CH:12]=3)=[CH:6][C:5]([NH:28][C:29]([NH:31][C:32]2[CH:33]=[CH:34][CH:35]=[CH:36][CH:37]=2)=[O:30])=[C:4]([F:38])[CH:3]=1. (4) Given the reactants [CH3:1][NH:2][CH2:3][CH2:4][S:5]([OH:8])(=[O:7])=[O:6].[Na:9].[OH-].[Na+].Cl[C:13]([O:15][CH2:16][C:17]1[CH:22]=[CH:21][CH:20]=[CH:19][CH:18]=1)=[O:14], predict the reaction product. The product is: [CH2:16]([O:15][C:13]([N:2]([CH3:1])[CH2:3][CH2:4][S:5]([OH:8])(=[O:7])=[O:6])=[O:14])[C:17]1[CH:22]=[CH:21][CH:20]=[CH:19][CH:18]=1.[Na:9]. (5) Given the reactants FC(F)(F)C(O)=O.[O:8]1CCO[CH:9]1[CH2:13][N:14]1[C:23]2[C:18](=[CH:19][CH:20]=[C:21]([O:24][CH3:25])[CH:22]=2)[C:17]([CH3:26])=[CH:16][C:15]1=[O:27].C(=O)([O-])O.[Na+], predict the reaction product. The product is: [CH3:25][O:24][C:21]1[CH:22]=[C:23]2[C:18]([C:17]([CH3:26])=[CH:16][C:15](=[O:27])[N:14]2[CH2:13][CH:9]=[O:8])=[CH:19][CH:20]=1. (6) Given the reactants Br[C:2]1[CH:3]=[CH:4][C:5]([C:8]([C:14]2[CH:15]=[N:16][CH:17]=[N:18][CH:19]=2)([OH:13])[C:9]([CH3:12])([CH3:11])[CH3:10])=[N:6][CH:7]=1.[F:20][C:21]([C:24]1[CH:29]=[CH:28][C:27](B2OC(C)(C)C(C)(C)O2)=[CH:26][CH:25]=1)([F:23])[CH3:22], predict the reaction product. The product is: [F:20][C:21]([C:24]1[CH:29]=[CH:28][C:27]([C:2]2[CH:3]=[CH:4][C:5]([C:8]([C:14]3[CH:15]=[N:16][CH:17]=[N:18][CH:19]=3)([OH:13])[C:9]([CH3:12])([CH3:11])[CH3:10])=[N:6][CH:7]=2)=[CH:26][CH:25]=1)([F:23])[CH3:22]. (7) Given the reactants C([O:8][C:9]1[CH:17]=[C:16]2[C:12]([CH:13]=[N:14][N:15]2[CH:18]2[CH2:23][CH2:22][CH2:21][CH2:20][O:19]2)=[CH:11][CH:10]=1)C1C=CC=CC=1.[CH3:24][N:25]([CH3:30])[C:26](=[O:29])[CH2:27][CH3:28], predict the reaction product. The product is: [OH:8][C:9]1[CH:17]=[C:16]2[C:12]([CH:13]=[N:14][N:15]2[CH:18]2[CH2:23][CH2:22][CH2:21][CH2:20][O:19]2)=[CH:11][CH:10]=1.[CH3:24][N:25]([CH3:30])[C:26](=[O:29])[CH2:27][CH3:28]. (8) Given the reactants [C:1]12([C:11]3[CH:12]=[C:13]([CH:17]=[CH:18][C:19]=3[OH:20])[C:14](O)=[O:15])[CH2:10][CH:5]3[CH2:6][CH:7]([CH2:9][CH:3]([CH2:4]3)[CH2:2]1)[CH2:8]2.O[N:22]1[C:26](=O)[CH2:25][CH2:24][C:23]1=[O:28].[CH:29]1(N=C=NC2CCCCC2)[CH2:34]CCC[CH2:30]1.[O:44]1CCOCC1, predict the reaction product. The product is: [C:1]12([C:11]3[CH:12]=[C:13]([CH:17]=[CH:18][C:19]=3[OH:20])[C:14]([NH:22][CH2:26][C:25]3[CH:34]=[CH:29][C:30]([OH:44])=[C:23]([OH:28])[CH:24]=3)=[O:15])[CH2:8][CH:7]3[CH2:6][CH:5]([CH2:4][CH:3]([CH2:9]3)[CH2:2]1)[CH2:10]2. (9) Given the reactants [Cl:1][C:2]1[CH:3]=[CH:4][C:5]([OH:11])=[C:6](B(O)O)[CH:7]=1.Br.Br[C:14]1[CH:19]=[CH:18][N:17]=[N:16][CH:15]=1.C([O-])([O-])=O.[Na+].[Na+], predict the reaction product. The product is: [N:16]1[CH:15]=[CH:14][C:19]([C:6]2[CH:7]=[C:2]([Cl:1])[CH:3]=[CH:4][C:5]=2[OH:11])=[CH:18][N:17]=1. (10) Given the reactants [CH3:1][CH:2]1[CH2:10][C:9]2[C:4](=[C:5]([Br:12])[CH:6]=[CH:7][C:8]=2[CH3:11])[C:3]1=[O:13].Cl.[OH-].[K+].[CH3:17]I, predict the reaction product. The product is: [CH3:17][O:13][CH:3]1[C:4]2[C:9](=[C:8]([CH3:11])[CH:7]=[CH:6][C:5]=2[Br:12])[CH2:10][CH:2]1[CH3:1].